From a dataset of Forward reaction prediction with 1.9M reactions from USPTO patents (1976-2016). Predict the product of the given reaction. (1) Given the reactants [C:1]([C:3]1[CH:11]=[CH:10][C:6]([C:7]([OH:9])=O)=[CH:5][CH:4]=1)#[N:2].[C:12]([NH2:16])([CH3:15])([CH3:14])[CH3:13].C(N(CC)CC)C.CN(C(ON1N=NC2C=CC=NC1=2)=[N+](C)C)C.F[P-](F)(F)(F)(F)F, predict the reaction product. The product is: [C:12]([NH:16][C:7](=[O:9])[C:6]1[CH:5]=[CH:4][C:3]([C:1]#[N:2])=[CH:11][CH:10]=1)([CH3:15])([CH3:14])[CH3:13]. (2) Given the reactants C(OC(=O)[NH:7][C:8]1[C@:9]([CH3:27])([C:23]([F:26])([F:25])[F:24])[O:10][CH2:11][C@:12]([C:15]2[CH:20]=[C:19]([NH2:21])[CH:18]=[CH:17][C:16]=2[F:22])([CH3:14])[N:13]=1)(C)(C)C.[Cl:29][C:30]1[C:31]2[N:39]=[CH:38][C:37]([Cl:40])=[CH:36][C:32]=2[N:33]=[CH:34][N:35]=1.[ClH:41].C([O-])(O)=O.[Na+], predict the reaction product. The product is: [ClH:29].[ClH:41].[NH2:7][C:8]1[C@:9]([CH3:27])([C:23]([F:24])([F:25])[F:26])[O:10][CH2:11][C@:12]([C:15]2[CH:20]=[C:19]([NH:21][C:30]3[C:31]4[N:39]=[CH:38][C:37]([Cl:40])=[CH:36][C:32]=4[N:33]=[CH:34][N:35]=3)[CH:18]=[CH:17][C:16]=2[F:22])([CH3:14])[N:13]=1. (3) Given the reactants [CH2:1]([O:8][CH2:9][CH:10]=O)[C:2]1[CH:7]=[CH:6][CH:5]=[CH:4][CH:3]=1.[C-:12]#[N:13].[Na+].[Cl-].[NH4+:16].[C:17]([OH:21])(=O)[CH2:18][CH3:19].C(Cl)CCl, predict the reaction product. The product is: [C:12]([CH:10]([NH:16][C:17](=[O:21])[CH2:18][CH3:19])[CH2:9][O:8][CH2:1][C:2]1[CH:3]=[CH:4][CH:5]=[CH:6][CH:7]=1)#[N:13]. (4) Given the reactants [Br:1][C:2]1[CH:3]=[C:4]([C:9]2[N:13]([C:14]3[CH:19]=[CH:18][CH:17]=[C:16]([Cl:20])[CH:15]=3)[N:12]=[C:11]([C:21]([O:23]CC)=[O:22])[CH:10]=2)[CH:5]=[CH:6][C:7]=1[F:8].ClC1C=C(N2C(C3C=CC(F)=C(C(F)(F)F)C=3)=CC(C(O)=O)=N2)C=CC=1, predict the reaction product. The product is: [Br:1][C:2]1[CH:3]=[C:4]([C:9]2[N:13]([C:14]3[CH:19]=[CH:18][CH:17]=[C:16]([Cl:20])[CH:15]=3)[N:12]=[C:11]([C:21]([OH:23])=[O:22])[CH:10]=2)[CH:5]=[CH:6][C:7]=1[F:8]. (5) Given the reactants C(O[CH2:9][C:10]1([C:16]([O:18][CH3:19])=[O:17])[CH2:14][C:13](=[O:15])[NH:12][CH2:11]1)C1C=CC=CC=1.CI, predict the reaction product. The product is: [CH3:9][C:10]1([C:16]([O:18][CH3:19])=[O:17])[CH2:14][C:13](=[O:15])[NH:12][CH2:11]1. (6) Given the reactants [CH3:1][C:2]1[CH:10]=[CH:9][C:5]([C:6]([OH:8])=O)=[CH:4][N:3]=1.[CH:11]1[CH:16]=[N:15][C:14]2N(O)N=N[C:13]=2[CH:12]=1.CC[N:23]=C=NCCCN(C)C.Cl.C(=O)([O-])O.[Na+], predict the reaction product. The product is: [NH2:23][CH:12]1[CH2:13][CH2:14][N:15]([C:6]([C:5]2[CH:4]=[N:3][C:2]([CH3:1])=[CH:10][CH:9]=2)=[O:8])[CH2:16][CH2:11]1.